This data is from Forward reaction prediction with 1.9M reactions from USPTO patents (1976-2016). The task is: Predict the product of the given reaction. (1) Given the reactants C[O:2][C:3]1[CH:4]=[C:5]([C:9]2[N:34]=[C:12]3[CH:13]=[C:14]([NH:17][C:18]([C:20]4[N:21]([CH3:33])[N:22]=[CH:23][C:24]=4[C:25]([N:27]4[CH2:32][CH2:31][O:30][CH2:29][CH2:28]4)=[O:26])=[O:19])[CH:15]=[CH:16][N:11]3[N:10]=2)[CH:6]=[CH:7][CH:8]=1.B(Br)(Br)Br, predict the reaction product. The product is: [OH:2][C:3]1[CH:4]=[C:5]([C:9]2[N:34]=[C:12]3[CH:13]=[C:14]([NH:17][C:18]([C:20]4[N:21]([CH3:33])[N:22]=[CH:23][C:24]=4[C:25]([N:27]4[CH2:28][CH2:29][O:30][CH2:31][CH2:32]4)=[O:26])=[O:19])[CH:15]=[CH:16][N:11]3[N:10]=2)[CH:6]=[CH:7][CH:8]=1. (2) Given the reactants C[O:2][C:3](=[O:43])[C:4]1[CH:9]=[C:8]([O:10][C:11]2[CH:16]=[CH:15][C:14]([NH:17][S:18]([C:21]3[CH:26]=[CH:25][C:24]([CH3:27])=[CH:23][CH:22]=3)(=[O:20])=[O:19])=[C:13]([O:28][CH2:29][CH2:30][CH3:31])[CH:12]=2)[CH:7]=[CH:6][C:5]=1[NH:32][S:33]([C:36]1[CH:41]=[CH:40][C:39]([CH3:42])=[CH:38][CH:37]=1)(=[O:35])=[O:34].[Li+].[OH-].O.Cl, predict the reaction product. The product is: [CH2:29]([O:28][C:13]1[CH:12]=[C:11]([CH:16]=[CH:15][C:14]=1[NH:17][S:18]([C:21]1[CH:26]=[CH:25][C:24]([CH3:27])=[CH:23][CH:22]=1)(=[O:19])=[O:20])[O:10][C:8]1[CH:7]=[CH:6][C:5]([NH:32][S:33]([C:36]2[CH:37]=[CH:38][C:39]([CH3:42])=[CH:40][CH:41]=2)(=[O:34])=[O:35])=[C:4]([CH:9]=1)[C:3]([OH:43])=[O:2])[CH2:30][CH3:31]. (3) Given the reactants O[CH2:2][C:3]1[CH:12]=[CH:11][C:6]([C:7]([O:9][CH3:10])=[O:8])=[C:5]([N+:13]([O-:15])=[O:14])[CH:4]=1.N1C=CC=CC=1.S(Cl)([Cl:24])=O.C1COCC1, predict the reaction product. The product is: [Cl:24][CH2:2][C:3]1[CH:12]=[CH:11][C:6]([C:7]([O:9][CH3:10])=[O:8])=[C:5]([N+:13]([O-:15])=[O:14])[CH:4]=1. (4) Given the reactants O[C:2]1([C:23]2[O:24][C:25]3[CH:32]=[CH:31][CH:30]=[CH:29][C:26]=3[C:27]=2[CH3:28])[CH2:7][CH2:6][N:5]([C:8](=[O:22])/[CH:9]=[CH:10]/[C:11]2[CH:12]=[C:13]3[C:18](=[N:19][CH:20]=2)[NH:17][C:16](=[O:21])[CH2:15][CH2:14]3)[CH2:4][CH2:3]1.C([O-])(O)=O.[Na+], predict the reaction product. The product is: [CH3:28][C:27]1[C:26]2[CH:29]=[CH:30][CH:31]=[CH:32][C:25]=2[O:24][C:23]=1[C:2]1[CH2:7][CH2:6][N:5]([C:8](=[O:22])/[CH:9]=[CH:10]/[C:11]2[CH:12]=[C:13]3[C:18](=[N:19][CH:20]=2)[NH:17][C:16](=[O:21])[CH2:15][CH2:14]3)[CH2:4][CH:3]=1. (5) Given the reactants [NH2:1][C:2]1[CH:7]=[C:6]([NH:8][CH:9]2[CH2:11][CH2:10]2)[N:5]2[N:12]=[CH:13][C:14]([CH:15]=O)=[C:4]2[N:3]=1.[NH:17]1[CH2:23][C:21](=[O:22])[NH:20][C:18]1=[O:19].N1CCCCC1, predict the reaction product. The product is: [NH2:1][C:2]1[CH:7]=[C:6]([NH:8][CH:9]2[CH2:10][CH2:11]2)[N:5]2[N:12]=[CH:13][C:14]([CH:15]=[C:23]3[NH:17][C:18](=[O:19])[NH:20][C:21]3=[O:22])=[C:4]2[N:3]=1. (6) Given the reactants [CH2:1]([C:8]1[S:12][C:11]([NH:13][C:14](=[O:23])[C:15]2[CH:20]=[CH:19][CH:18]=[C:17]([O:21]C)[CH:16]=2)=[N:10][C:9]=1[C:24]1[CH:29]=[CH:28][C:27]([O:30]C)=[CH:26][CH:25]=1)[C:2]1[CH:7]=[CH:6][CH:5]=[CH:4][CH:3]=1.B(Br)(Br)Br, predict the reaction product. The product is: [CH2:1]([C:8]1[S:12][C:11]([NH:13][C:14](=[O:23])[C:15]2[CH:20]=[CH:19][CH:18]=[C:17]([OH:21])[CH:16]=2)=[N:10][C:9]=1[C:24]1[CH:29]=[CH:28][C:27]([OH:30])=[CH:26][CH:25]=1)[C:2]1[CH:7]=[CH:6][CH:5]=[CH:4][CH:3]=1.